This data is from Reaction yield outcomes from USPTO patents with 853,638 reactions. The task is: Predict the reaction yield, written as a fraction of the theoretical maximum amount of product (1.0 means a 100% yield; for example, 0.34 means a 34% yield). (1) The reactants are [Br:1][C:2]1[CH:3]=[CH:4][C:5]([O:16][CH2:17][CH2:18][N:19]2[CH2:24][CH2:23][O:22][CH2:21][CH2:20]2)=[C:6]([C:8]2[CH:13]=[C:12](Cl)[N:11]=[C:10]([NH2:15])[N:9]=2)[CH:7]=1.[Cl:25][C:26]1[CH:31]=[CH:30][C:29]([NH2:32])=[CH:28][CH:27]=1. No catalyst specified. The product is [Br:1][C:2]1[CH:3]=[CH:4][C:5]([O:16][CH2:17][CH2:18][N:19]2[CH2:24][CH2:23][O:22][CH2:21][CH2:20]2)=[C:6]([C:8]2[N:9]=[C:10]([NH2:15])[N:11]=[C:12]([NH:32][C:29]3[CH:30]=[CH:31][C:26]([Cl:25])=[CH:27][CH:28]=3)[CH:13]=2)[CH:7]=1. The yield is 0.830. (2) The reactants are [CH2:1]([O:3][C:4](=[O:12])[CH:5](Cl)[C:6](=O)[CH:7]([CH3:9])[CH3:8])[CH3:2].[NH2:13][C:14]([NH2:16])=[S:15]. The catalyst is C(O)C. The product is [CH2:1]([O:3][C:4]([C:5]1[N:13]=[C:14]([NH2:16])[S:15][C:6]=1[CH:7]([CH3:9])[CH3:8])=[O:12])[CH3:2]. The yield is 0.850. (3) The reactants are [NH2:1][C:2]1[CH:7]=[CH:6][CH:5]=[CH:4][C:3]=1[OH:8].C(=O)([O-])[O-].[K+].[K+].Br[CH2:16][CH2:17]Br. The catalyst is CN(C=O)C. The product is [O:8]1[CH2:17][CH2:16][NH:1][C:2]2[CH:7]=[CH:6][CH:5]=[CH:4][C:3]1=2. The yield is 0.650. (4) The reactants are [OH:1][C:2]1[C:7]([CH2:8]N(C)C)=[C:6]([F:12])[C:5]([F:13])=[C:4]([F:14])[CH:3]=1.[C:15]([O:18]C(=O)C)(=[O:17])[CH3:16].C[OH:23].[C:24]1([CH3:30])C=CC=CC=1. No catalyst specified. The product is [C:15]([O:18][CH2:8][C:7]1[C:2]([O:1][C:24](=[O:23])[CH3:30])=[CH:3][C:4]([F:14])=[C:5]([F:13])[C:6]=1[F:12])(=[O:17])[CH3:16]. The yield is 0.500. (5) The reactants are [CH3:1][O:2][C:3]1[CH:11]=[CH:10][C:6]([C:7](Cl)=[O:8])=[CH:5][CH:4]=1.[CH2:12]([NH:19][C:20]([C:22]1[S:26][C:25]([NH2:27])=[N:24][C:23]=1[CH3:28])=[O:21])[C:13]1[CH:18]=[CH:17][CH:16]=[CH:15][CH:14]=1. No catalyst specified. The product is [CH2:12]([NH:19][C:20]([C:22]1[S:26][C:25]([NH:27][C:7](=[O:8])[C:6]2[CH:10]=[CH:11][C:3]([O:2][CH3:1])=[CH:4][CH:5]=2)=[N:24][C:23]=1[CH3:28])=[O:21])[C:13]1[CH:18]=[CH:17][CH:16]=[CH:15][CH:14]=1. The yield is 0.100. (6) The reactants are C[O:2][C:3]1[CH:4]=[C:5]([C:11]2[CH:16]=[CH:15][CH:14]=[C:13]([C:17]([NH:19][C:20]3[CH:25]=[CH:24][CH:23]=[CH:22][C:21]=3[C:26]3[S:30][C:29]([C:31]([OH:33])=[O:32])=[CH:28][CH:27]=3)=[O:18])[CH:12]=2)[CH:6]=[C:7]([O:9]C)[CH:8]=1.B(Br)(Br)Br. No catalyst specified. The product is [OH:2][C:3]1[CH:4]=[C:5]([C:11]2[CH:16]=[CH:15][CH:14]=[C:13]([C:17]([NH:19][C:20]3[CH:25]=[CH:24][CH:23]=[CH:22][C:21]=3[C:26]3[S:30][C:29]([C:31]([OH:33])=[O:32])=[CH:28][CH:27]=3)=[O:18])[CH:12]=2)[CH:6]=[C:7]([OH:9])[CH:8]=1. The yield is 0.500.